From a dataset of Full USPTO retrosynthesis dataset with 1.9M reactions from patents (1976-2016). Predict the reactants needed to synthesize the given product. (1) Given the product [CH:1]([N:14]1[CH2:17][C:16]([F:20])([C:18]([OH:26])=[O:21])[CH2:15]1)([C:8]1[CH:13]=[CH:12][CH:11]=[CH:10][CH:9]=1)[C:2]1[CH:7]=[CH:6][CH:5]=[CH:4][CH:3]=1, predict the reactants needed to synthesize it. The reactants are: [CH:1]([N:14]1[CH2:17][C:16]([F:20])([C:18]#N)[CH2:15]1)([C:8]1[CH:13]=[CH:12][CH:11]=[CH:10][CH:9]=1)[C:2]1[CH:7]=[CH:6][CH:5]=[CH:4][CH:3]=1.[OH-:21].[Na+].Cl.C([OH:26])C. (2) Given the product [Br:1][C:2]1[CH:7]=[CH:6][N:5]2[CH:10]=[C:11]([C:13]3[CH:14]=[C:15]([CH3:19])[CH:16]=[CH:17][CH:18]=3)[N:8]=[C:4]2[CH:3]=1, predict the reactants needed to synthesize it. The reactants are: [Br:1][C:2]1[CH:7]=[CH:6][N:5]=[C:4]([NH2:8])[CH:3]=1.Br[CH2:10][C:11]([C:13]1[CH:14]=[C:15]([CH3:19])[CH:16]=[CH:17][CH:18]=1)=O. (3) Given the product [CH3:23][C:17]1[CH:18]=[C:19]([CH3:22])[CH:20]=[CH:21][C:16]=1[N:13]1[CH2:14][CH2:15][N:10]([C:8]([C:5]2[CH:6]=[CH:7][C:2]([N:28]3[CH2:29][C@@H:25]([OH:24])[CH2:26][C:27]3=[O:30])=[CH:3][CH:4]=2)=[O:9])[CH2:11][CH2:12]1, predict the reactants needed to synthesize it. The reactants are: Br[C:2]1[CH:7]=[CH:6][C:5]([C:8]([N:10]2[CH2:15][CH2:14][N:13]([C:16]3[CH:21]=[CH:20][C:19]([CH3:22])=[CH:18][C:17]=3[CH3:23])[CH2:12][CH2:11]2)=[O:9])=[CH:4][CH:3]=1.[OH:24][C@@H:25]1[CH2:29][NH:28][C:27](=[O:30])[CH2:26]1. (4) Given the product [CH:10]([C:6]1[CH:5]=[C:4]([S:12]([NH2:15])(=[O:14])=[O:13])[CH:3]=[C:2]([C:22]2[CH:21]=[CH:20][CH:19]=[C:18]([O:17][CH3:16])[CH:23]=2)[C:7]=1[O:8][CH3:9])=[O:11], predict the reactants needed to synthesize it. The reactants are: Br[C:2]1[CH:3]=[C:4]([S:12]([NH2:15])(=[O:14])=[O:13])[CH:5]=[C:6]([CH:10]=[O:11])[C:7]=1[O:8][CH3:9].[CH3:16][O:17][C:18]1[CH:19]=[C:20](B(O)O)[CH:21]=[CH:22][CH:23]=1. (5) Given the product [CH:19]([C:18]1[N:8]2[CH:9]=[C:10]([C:23]3[CH:24]=[CH:25][O:21][CH:22]=3)[CH:11]=[C:12]([C:13]([F:16])([F:14])[F:15])[C:7]2=[N:6][C:5]=1[C:3]([OH:4])=[O:2])=[O:20], predict the reactants needed to synthesize it. The reactants are: C[O:2][C:3]([C:5]1[N:6]=[C:7]2[C:12]([C:13]([F:16])([F:15])[F:14])=[CH:11][C:10](Br)=[CH:9][N:8]2[C:18]=1[CH:19]=[O:20])=[O:4].[O:21]1[CH:25]=[CH:24][C:23](B(O)O)=[CH:22]1.P([O-])([O-])([O-])=O. (6) Given the product [CH3:1][C:2]1[O:6][C:5]([C:7]([NH:9][C:10]([C:13]2[N:19]([CH3:20])[C:17](=[O:18])[C:16]([OH:21])=[C:15]([C:22]([NH:24][CH2:25][C:26]3[CH:27]=[CH:28][C:29]([F:32])=[CH:30][CH:31]=3)=[O:23])[N:14]=2)([CH3:12])[CH3:11])=[O:8])=[N:4][N:3]=1.[Ba:37], predict the reactants needed to synthesize it. The reactants are: [CH3:1][C:2]1[O:6][C:5]([C:7]([NH:9][C:10]([C:13]2[N:19]([CH3:20])[C:17](=[O:18])[C:16]([OH:21])=[C:15]([C:22]([NH:24][CH2:25][C:26]3[CH:27]=[CH:28][C:29]([F:32])=[CH:30][CH:31]=3)=[O:23])[N:14]=2)([CH3:12])[CH3:11])=[O:8])=[N:4][N:3]=1.C(O)C.[OH-].[Ba+2:37].[OH-].